Regression. Given a peptide amino acid sequence and an MHC pseudo amino acid sequence, predict their binding affinity value. This is MHC class I binding data. From a dataset of Peptide-MHC class I binding affinity with 185,985 pairs from IEDB/IMGT. (1) The peptide sequence is HVIQNAFRK. The MHC is HLA-B58:01 with pseudo-sequence HLA-B58:01. The binding affinity (normalized) is 0.213. (2) The peptide sequence is YTAVVPLVW. The MHC is Mamu-A02 with pseudo-sequence Mamu-A02. The binding affinity (normalized) is 0.723. (3) The peptide sequence is SLVWAPLILAYF. The MHC is HLA-A03:01 with pseudo-sequence HLA-A03:01. The binding affinity (normalized) is 0.0508. (4) The peptide sequence is RLAKLTEAI. The MHC is HLA-B27:03 with pseudo-sequence HLA-B27:03. The binding affinity (normalized) is 0.0847. (5) The peptide sequence is PMFAVGLLFR. The MHC is HLA-A33:01 with pseudo-sequence HLA-A33:01. The binding affinity (normalized) is 0.583. (6) The MHC is HLA-A30:02 with pseudo-sequence HLA-A30:02. The binding affinity (normalized) is 0.213. The peptide sequence is YNYSLTLEW.